This data is from Catalyst prediction with 721,799 reactions and 888 catalyst types from USPTO. The task is: Predict which catalyst facilitates the given reaction. Reactant: Cl[C:2](=[O:8])[C:3]([O:5][CH2:6][CH3:7])=[O:4].[F:9][C:10]1[CH:11]=[C:12]([CH:14]=[CH:15][C:16]=1[O:17][C:18]1[CH:23]=[CH:22][N:21]=[C:20]2[CH:24]=[C:25]([C:27]3[CH:32]=[CH:31][C:30]([O:33][CH2:34][CH2:35][N:36]4[CH2:41][CH2:40][O:39][CH2:38][CH2:37]4)=[C:29]([O:42][CH3:43])[CH:28]=3)[S:26][C:19]=12)[NH2:13].C(N(CC)CC)C. Product: [F:9][C:10]1[CH:11]=[C:12]([NH:13][C:2](=[O:8])[C:3]([O:5][CH2:6][CH3:7])=[O:4])[CH:14]=[CH:15][C:16]=1[O:17][C:18]1[CH:23]=[CH:22][N:21]=[C:20]2[CH:24]=[C:25]([C:27]3[CH:32]=[CH:31][C:30]([O:33][CH2:34][CH2:35][N:36]4[CH2:37][CH2:38][O:39][CH2:40][CH2:41]4)=[C:29]([O:42][CH3:43])[CH:28]=3)[S:26][C:19]=12. The catalyst class is: 4.